From a dataset of Full USPTO retrosynthesis dataset with 1.9M reactions from patents (1976-2016). Predict the reactants needed to synthesize the given product. The reactants are: [Cl:1][C:2]1[CH:7]=[CH:6][N:5]=[C:4]([NH:8][CH2:9][C:10]2[O:14][N:13]=[C:12]([CH3:15])[CH:11]=2)[N:3]=1.[CH:16]1(C2C=C(CNC3N=C(O)C=CN=3)ON=2)C[CH2:17]1. Given the product [Cl:1][C:2]1[CH:7]=[CH:6][N:5]=[C:4]([NH:8][CH2:9][C:10]2[O:14][N:13]=[C:12]([CH:15]3[CH2:17][CH2:16]3)[CH:11]=2)[N:3]=1, predict the reactants needed to synthesize it.